Dataset: Full USPTO retrosynthesis dataset with 1.9M reactions from patents (1976-2016). Task: Predict the reactants needed to synthesize the given product. Given the product [N:1]1[N:5]2[C:6]3[CH2:13][CH2:12][NH:11][CH2:10][C:7]=3[CH:8]=[N:9][C:4]2=[CH:3][CH:2]=1, predict the reactants needed to synthesize it. The reactants are: [N:1]1[N:5]2[C:6]3[CH2:13][CH2:12][N:11](C(OC(C)(C)C)=O)[CH2:10][C:7]=3[CH:8]=[N:9][C:4]2=[CH:3][CH:2]=1.Cl.[OH-].[Na+].